This data is from Forward reaction prediction with 1.9M reactions from USPTO patents (1976-2016). The task is: Predict the product of the given reaction. (1) Given the reactants [F:1][C:2]1[CH:7]=[CH:6][CH:5]=[CH:4][C:3]=1[CH:8]([O:12][CH3:13])[C:9]([OH:11])=O.[NH2:14][CH2:15][C:16]1[CH:23]=[CH:22][C:19]([C:20]#[N:21])=[CH:18][CH:17]=1, predict the reaction product. The product is: [C:15]([C:16]1[CH:23]=[CH:22][C:19]([CH2:20][NH:21][C:9](=[O:11])[CH:8]([C:3]2[CH:4]=[CH:5][CH:6]=[CH:7][C:2]=2[F:1])[O:12][CH3:13])=[CH:18][CH:17]=1)#[N:14]. (2) Given the reactants [H-].[Na+].[Si:3]([O:10][C@H:11]1[CH2:16][CH2:15][C@@:14]([C@H:18]2[CH2:26][CH2:25][C@@:24]3([CH3:27])[C@@H:20]([CH2:21][CH2:22][C:23]3=[CH2:28])[C@@H:19]2[CH2:29][OH:30])([CH3:17])[C@@H:13]([CH2:31][O:32][Si:33]([C:36]([CH3:39])([CH3:38])[CH3:37])([CH3:35])[CH3:34])[CH2:12]1)([C:6]([CH3:9])([CH3:8])[CH3:7])([CH3:5])[CH3:4].[CH3:40][O:41][C:42]1[CH:43]=[C:44]([CH:47]=[C:48]([O:50][CH3:51])[CH:49]=1)[CH2:45]Br, predict the reaction product. The product is: [C:36]([Si:33]([O:32][CH2:31][C@H:13]1[CH2:12][C@@H:11]([O:10][Si:3]([C:6]([CH3:9])([CH3:8])[CH3:7])([CH3:5])[CH3:4])[CH2:16][CH2:15][C@@:14]1([C@H:18]1[CH2:26][CH2:25][C@@:24]2([CH3:27])[C@@H:20]([CH2:21][CH2:22][C:23]2=[CH2:28])[C@@H:19]1[CH2:29][O:30][CH2:45][C:44]1[CH:47]=[C:48]([O:50][CH3:51])[CH:49]=[C:42]([O:41][CH3:40])[CH:43]=1)[CH3:17])([CH3:34])[CH3:35])([CH3:39])([CH3:38])[CH3:37]. (3) The product is: [CH3:31][O:30][C:26]1[CH:25]=[C:24]2[C:29]([C:20]([S:19][C:16]3[CH:17]=[CH:18][C:13]([NH:12][C:5]4[C:6]5[C:11](=[CH:10][CH:9]=[CH:8][CH:7]=5)[C:2]([N:37]5[CH2:38][CH2:39][CH:34]([O:33][CH3:32])[CH2:35][CH2:36]5)=[N:3][N:4]=4)=[CH:14][CH:15]=3)=[CH:21][CH:22]=[N:23]2)=[N:28][CH:27]=1. Given the reactants Cl[C:2]1[C:11]2[C:6](=[CH:7][CH:8]=[CH:9][CH:10]=2)[C:5]([NH:12][C:13]2[CH:18]=[CH:17][C:16]([S:19][C:20]3[C:29]4[C:24](=[CH:25][C:26]([O:30][CH3:31])=[CH:27][N:28]=4)[N:23]=[CH:22][CH:21]=3)=[CH:15][CH:14]=2)=[N:4][N:3]=1.[CH3:32][O:33][CH:34]1[CH2:39][CH2:38][NH:37][CH2:36][CH2:35]1, predict the reaction product. (4) Given the reactants [F:1][C:2]([F:17])([F:16])[C:3]1[CH:4]=[C:5]([NH:9]C2C=CC=CC=2)[CH:6]=[CH:7][CH:8]=1.[C:18]([OH:22])(=[O:21])[CH:19]=[CH2:20].[OH-].[Na+], predict the reaction product. The product is: [F:1][C:2]([F:16])([F:17])[C:3]1[CH:4]=[C:5]([NH:9][CH2:20][CH2:19][C:18]([OH:22])=[O:21])[CH:6]=[CH:7][CH:8]=1. (5) Given the reactants C(=O)([O-])[O-].[Cs+].[Cs+].[C:7]([O:11][C:12]([NH:14][CH2:15][CH2:16][CH2:17][CH2:18]Br)=[O:13])([CH3:10])([CH3:9])[CH3:8].[C:20]1([CH3:45])[CH:25]=[CH:24][C:23]([S:26]([N:29]2[CH:33]=[C:32]([CH:34]([C:40]([O:42][CH2:43][CH3:44])=[O:41])[C:35]([O:37][CH2:38][CH3:39])=[O:36])[N:31]=[CH:30]2)(=[O:28])=[O:27])=[CH:22][CH:21]=1, predict the reaction product. The product is: [C:7]([O:11][C:12]([NH:14][CH2:15][CH2:16][CH2:17][CH2:18][C:34]([C:32]1[N:31]=[CH:30][N:29]([S:26]([C:23]2[CH:22]=[CH:21][C:20]([CH3:45])=[CH:25][CH:24]=2)(=[O:27])=[O:28])[CH:33]=1)([C:40]([O:42][CH2:43][CH3:44])=[O:41])[C:35]([O:37][CH2:38][CH3:39])=[O:36])=[O:13])([CH3:10])([CH3:9])[CH3:8]. (6) Given the reactants [CH2:1]([N:8]1[CH2:13][CH2:12][O:11][CH:10]([CH3:14])[C:9]1=O)[C:2]1[CH:7]=[CH:6][CH:5]=[CH:4][CH:3]=1.C[Li].[C:18]([OH:21])(=O)[CH3:19].[NH4+].[Cl-], predict the reaction product. The product is: [CH2:1]([N:8]1[CH2:13][CH2:12][O:11][C@H:10]([CH3:14])[C@@H:9]1[CH3:18])[C:2]1[CH:7]=[CH:6][CH:5]=[CH:4][CH:3]=1.[CH2:1]([N:8]1[CH2:13][CH2:12][O:21][C@@H:18]([CH3:19])[C@@H:9]1[CH3:10])[C:2]1[CH:7]=[CH:6][CH:5]=[CH:4][CH:3]=1. (7) Given the reactants C[O:2][C:3]1[CH:8]=[CH:7][C:6]([S:9]([N:12]2[CH:25]([CH3:26])[C:24]3[C:19](=[CH:20][CH:21]=[CH:22][CH:23]=3)[C:18]3[CH:17]=[CH:16][CH:15]=[CH:14][C:13]2=3)(=[O:11])=[O:10])=[CH:5][C:4]=1[C:27]([F:30])([F:29])[F:28].C1CCCCC=1.B(Br)(Br)Br.ClCCl, predict the reaction product. The product is: [CH3:26][CH:25]1[C:24]2[C:19](=[CH:20][CH:21]=[CH:22][CH:23]=2)[C:18]2[CH:17]=[CH:16][CH:15]=[CH:14][C:13]=2[N:12]1[S:9]([C:6]1[CH:7]=[CH:8][C:3]([OH:2])=[C:4]([C:27]([F:29])([F:28])[F:30])[CH:5]=1)(=[O:10])=[O:11]. (8) Given the reactants C(O[CH:5]([C:11]1[CH:20]=[CH:19][CH:18]=[C:17]2[C:12]=1[CH:13]=[CH:14][N:15]=[CH:16]2)[C:6]([O:8][CH2:9][CH3:10])=[O:7])(=O)C, predict the reaction product. The product is: [CH:16]1[C:17]2[C:12](=[C:11]([CH2:5][C:6]([O:8][CH2:9][CH3:10])=[O:7])[CH:20]=[CH:19][CH:18]=2)[CH:13]=[CH:14][N:15]=1.